Dataset: Full USPTO retrosynthesis dataset with 1.9M reactions from patents (1976-2016). Task: Predict the reactants needed to synthesize the given product. (1) Given the product [F:14][C:8]1[C:9]([F:13])=[CH:10][CH:11]=[CH:12][C:7]=1[C:5]1[N:6]=[C:2]([N:18]2[CH2:17][CH2:16][N:15]([C:21]([O:23][C:24]([CH3:27])([CH3:26])[CH3:25])=[O:22])[CH2:20][CH2:19]2)[S:3][CH:4]=1, predict the reactants needed to synthesize it. The reactants are: Br[C:2]1[S:3][CH:4]=[C:5]([C:7]2[CH:12]=[CH:11][CH:10]=[C:9]([F:13])[C:8]=2[F:14])[N:6]=1.[N:15]1([C:21]([O:23][C:24]([CH3:27])([CH3:26])[CH3:25])=[O:22])[CH2:20][CH2:19][NH:18][CH2:17][CH2:16]1.C(=O)([O-])[O-].[K+].[K+].O. (2) Given the product [F:26][C:2]1([F:1])[CH2:4][CH:3]1[CH2:5][N:6]1[C:14]2[C:9](=[N:10][C:11]([CH:15]3[CH2:22][CH:18]4[CH2:19][N:20]([C:29](=[O:30])[C@H:28]([OH:27])[CH3:32])[CH2:21][CH:17]4[CH2:16]3)=[CH:12][CH:13]=2)[N:8]([CH3:23])[S:7]1(=[O:25])=[O:24], predict the reactants needed to synthesize it. The reactants are: [F:1][C:2]1([F:26])[CH2:4][CH:3]1[CH2:5][N:6]1[C:14]2[C:9](=[N:10][C:11]([CH:15]3[CH2:22][CH:18]4[CH2:19][NH:20][CH2:21][CH:17]4[CH2:16]3)=[CH:12][CH:13]=2)[N:8]([CH3:23])[S:7]1(=[O:25])=[O:24].[OH:27][C@H:28]([CH3:32])[C:29](O)=[O:30].CCN(C(C)C)C(C)C.CN(C(ON1N=NC2C=CC=NC1=2)=[N+](C)C)C.F[P-](F)(F)(F)(F)F. (3) Given the product [N:26]1[C:25]2[NH:29][CH:30]=[CH:31][C:24]=2[C:23]([C:21]2[CH:20]=[N:19][N:18]([CH:14]([CH:11]3[CH2:12][CH2:13][N:8]([C:4]4[C:3]([CH3:32])=[C:2]([NH:36][C:35]5[CH:37]=[CH:38][CH:39]=[CH:40][C:34]=5[F:33])[N:7]=[CH:6][N:5]=4)[CH2:9][CH2:10]3)[CH2:15][C:16]#[N:17])[CH:22]=2)=[N:28][CH:27]=1, predict the reactants needed to synthesize it. The reactants are: Cl[C:2]1[N:7]=[CH:6][N:5]=[C:4]([N:8]2[CH2:13][CH2:12][CH:11]([CH:14]([N:18]3[CH:22]=[C:21]([C:23]4[C:24]5[CH:31]=[CH:30][NH:29][C:25]=5[N:26]=[CH:27][N:28]=4)[CH:20]=[N:19]3)[CH2:15][C:16]#[N:17])[CH2:10][CH2:9]2)[C:3]=1[CH3:32].[F:33][C:34]1[CH:40]=[CH:39][CH:38]=[CH:37][C:35]=1[NH2:36].